From a dataset of Reaction yield outcomes from USPTO patents with 853,638 reactions. Predict the reaction yield, written as a fraction of the theoretical maximum amount of product (1.0 means a 100% yield; for example, 0.34 means a 34% yield). (1) The reactants are [C:1]([C:4]1[S:8][C:7]([NH:9][C:10]([C:12]2[CH:17]=[CH:16][N:15]=[CH:14][CH:13]=2)=[O:11])=[N:6][C:5]=1[C:18]1[O:19][CH:20]=[CH:21][CH:22]=1)([OH:3])=O.[NH:23]1[CH2:28][CH2:27][O:26][CH2:25][CH2:24]1.CCN=C=NCCCN(C)C.Cl.O.ON1C2C=CC=CC=2N=N1.C(N(CC)CC)C. The catalyst is CN(C=O)C.O. The product is [O:19]1[CH:20]=[CH:21][CH:22]=[C:18]1[C:5]1[N:6]=[C:7]([NH:9][C:10]([C:12]2[CH:17]=[CH:16][N:15]=[CH:14][CH:13]=2)=[O:11])[S:8][C:4]=1[C:1]([N:23]1[CH2:28][CH2:27][O:26][CH2:25][CH2:24]1)=[O:3]. The yield is 0.340. (2) The reactants are [CH3:1][C:2]([CH3:16])([CH3:15])[CH2:3][S:4]([C:7]1[CH:14]=[CH:13][C:10]([CH2:11]N)=[CH:9][CH:8]=1)(=O)=O.Cl.C([O-])(O)=O.[Na+]. The catalyst is O1CCOCC1.ClCCl. The product is [CH3:1][C:2]([CH3:16])([CH3:15])[CH2:3][S:4][C:7]1[CH:8]=[CH:9][C:10]([CH3:11])=[CH:13][CH:14]=1. The yield is 0.710.